Task: Predict the reactants needed to synthesize the given product.. Dataset: Full USPTO retrosynthesis dataset with 1.9M reactions from patents (1976-2016) (1) Given the product [CH2:50]([O:52][C:53]1[C:58]([C:59]2[CH:60]=[C:61]([NH:65][C:23]([C:18]3[C:19](=[O:22])[O:20][C:21]4[C:16]([CH:17]=3)=[CH:15][CH:14]=[CH:13][C:12]=4[O:11][CH3:10])=[O:25])[CH:62]=[CH:63][CH:64]=2)=[CH:57][CH:56]=[CH:55][N:54]=1)[CH3:51], predict the reactants needed to synthesize it. The reactants are: CCN(C(C)C)C(C)C.[CH3:10][O:11][C:12]1[CH:13]=[CH:14][CH:15]=[C:16]2[C:21]=1[O:20][C:19](=[O:22])[C:18]([C:23]([OH:25])=O)=[CH:17]2.CN(C(ON1N=NC2C=CC=NC1=2)=[N+](C)C)C.F[P-](F)(F)(F)(F)F.[CH2:50]([O:52][C:53]1[C:58]([C:59]2[CH:60]=[C:61]([NH2:65])[CH:62]=[CH:63][CH:64]=2)=[CH:57][CH:56]=[CH:55][N:54]=1)[CH3:51]. (2) The reactants are: [N:1]1([C:6]2[CH:31]=[CH:30][C:9]([CH2:10][C:11]3[C:12]([CH3:29])=[CH:13][C:14](OS(C(F)(F)F)(=O)=O)=[C:15]([CH:20]=3)[C:16]([O:18][CH3:19])=[O:17])=[CH:8][CH:7]=2)[CH:5]=[CH:4][CH:3]=[N:2]1.[CH2:32](C([Sn])=C(CCCC)CCCC)[CH2:33]CC.[Cl-].[Li+].[F-].[K+]. Given the product [N:1]1([C:6]2[CH:31]=[CH:30][C:9]([CH2:10][C:11]3[C:12]([CH3:29])=[CH:13][C:14]([CH:32]=[CH2:33])=[C:15]([CH:20]=3)[C:16]([O:18][CH3:19])=[O:17])=[CH:8][CH:7]=2)[CH:5]=[CH:4][CH:3]=[N:2]1, predict the reactants needed to synthesize it. (3) Given the product [NH2:28][CH2:27][CH2:26][NH:29][C:16]1[N:15]=[C:14]([NH:13][C:10]2[CH:11]=[N:12][C:7]([N:4]3[CH2:5][CH2:6][O:1][CH2:2][CH2:3]3)=[CH:8][CH:9]=2)[C:23]2[C:22](=[O:24])[NH:21][CH:20]=[N:19][C:18]=2[CH:17]=1, predict the reactants needed to synthesize it. The reactants are: [O:1]1[CH2:6][CH2:5][N:4]([C:7]2[N:12]=[CH:11][C:10]([NH:13][C:14]3[C:23]4[C:22](=[O:24])[NH:21][CH:20]=[N:19][C:18]=4[CH:17]=[C:16](Cl)[N:15]=3)=[CH:9][CH:8]=2)[CH2:3][CH2:2]1.[CH2:26]([NH2:29])[CH2:27][NH2:28].